From a dataset of Catalyst prediction with 721,799 reactions and 888 catalyst types from USPTO. Predict which catalyst facilitates the given reaction. (1) Reactant: C([Li])CCC.C(NC(C)C)(C)C.[Br:13][C:14]1[CH:19]=[CH:18][C:17]([F:20])=[CH:16][N:15]=1.CN([CH:24]=[O:25])C.Cl.O1CCOCC1. Product: [Br:13][C:14]1[CH:19]=[C:18]([C:17]([F:20])=[CH:16][N:15]=1)[CH:24]=[O:25]. The catalyst class is: 49. (2) Reactant: [Cl:1][C:2]1[CH:7]=[CH:6][C:5]([C:8]2[S:12][C:11]([C:13]([O:15]C)=O)=[C:10]([N:17]=[CH:18][N:19]([CH3:21])C)[CH:9]=2)=[CH:4][CH:3]=1.Cl.Cl.[N:24]1([CH:30]([C:32]2[CH:37]=[CH:36][C:35]([CH2:38]CN)=[CH:34][CH:33]=2)[CH3:31])[CH2:29][CH2:28][CH2:27][CH2:26][CH2:25]1.C(N(CC)C(C)C)(C)C.C(O)C. Product: [Cl:1][C:2]1[CH:3]=[CH:4][C:5]([C:8]2[S:12][C:11]3[C:13](=[O:15])[N:19]([CH2:21][CH2:38][C:35]4[CH:34]=[CH:33][C:32]([CH:30]([N:24]5[CH2:29][CH2:28][CH2:27][CH2:26][CH2:25]5)[CH3:31])=[CH:37][CH:36]=4)[CH:18]=[N:17][C:10]=3[CH:9]=2)=[CH:6][CH:7]=1. The catalyst class is: 13. (3) Reactant: [F:1][C:2]1[C:3]([C:22]2[N:26]([CH3:27])[C:25]3[CH:28]=[CH:29][CH:30]=[CH:31][C:24]=3[N:23]=2)=[CH:4][C:5]([N:8]2[CH2:13][CH2:12][CH:11]([NH:14]C(=O)OC(C)(C)C)[CH2:10][CH2:9]2)=[N:6][CH:7]=1. Product: [F:1][C:2]1[C:3]([C:22]2[N:26]([CH3:27])[C:25]3[CH:28]=[CH:29][CH:30]=[CH:31][C:24]=3[N:23]=2)=[CH:4][C:5]([N:8]2[CH2:13][CH2:12][CH:11]([NH2:14])[CH2:10][CH2:9]2)=[N:6][CH:7]=1. The catalyst class is: 137.